From a dataset of Reaction yield outcomes from USPTO patents with 853,638 reactions. Predict the reaction yield, written as a fraction of the theoretical maximum amount of product (1.0 means a 100% yield; for example, 0.34 means a 34% yield). (1) The reactants are [H-].[Na+].[Cl:3][C:4]1[CH:12]=[CH:11][C:10]2[NH:9][C:8]3[CH2:13][CH2:14][N:15]([CH3:17])[CH2:16][C:7]=3[C:6]=2[CH:5]=1.Br[CH2:19][CH2:20][CH2:21][C:22]1[CH:23]=[CH:24][C:25]([C:28]([F:31])([F:30])[F:29])=[N:26][CH:27]=1.O. The catalyst is CN(C=O)C. The product is [Cl:3][C:4]1[CH:12]=[CH:11][C:10]2[N:9]([CH2:19][CH2:20][CH2:21][C:22]3[CH:27]=[N:26][C:25]([C:28]([F:31])([F:29])[F:30])=[CH:24][CH:23]=3)[C:8]3[CH2:13][CH2:14][N:15]([CH3:17])[CH2:16][C:7]=3[C:6]=2[CH:5]=1. The yield is 0.320. (2) The reactants are [NH2:1][C@H:2]([CH2:22][C:23]1[CH:28]=[CH:27][C:26]([O:29][CH3:30])=[CH:25][CH:24]=1)[C:3]([N:5]1[CH2:10][CH2:9][C:8]([CH:16]2[CH2:21][CH2:20][CH2:19][CH2:18][CH2:17]2)([C:11]([O:13][CH2:14][CH3:15])=[O:12])[CH2:7][CH2:6]1)=[O:4].Cl[C:32](OC1C=CC([N+]([O-])=O)=CC=1)=[O:33].[NH4+].[OH-].[NH2:46][CH2:47][CH2:48][C:49]1[N:53]=[CH:52][NH:51][CH:50]=1.[OH-].[Na+]. The catalyst is C(Cl)Cl.CN(C=O)C.O. The product is [CH:16]1([C:8]2([C:11]([O:13][CH2:14][CH3:15])=[O:12])[CH2:9][CH2:10][N:5]([C:3](=[O:4])[C@H:2]([NH:1][C:32]([NH:46][CH2:47][CH2:48][C:49]3[N:53]=[CH:52][NH:51][CH:50]=3)=[O:33])[CH2:22][C:23]3[CH:28]=[CH:27][C:26]([O:29][CH3:30])=[CH:25][CH:24]=3)[CH2:6][CH2:7]2)[CH2:21][CH2:20][CH2:19][CH2:18][CH2:17]1. The yield is 0.470. (3) The reactants are [NH2:1][C:2]1[CH:3]=[C:4]([C:8]2[N:9]([CH2:21][CH3:22])[C:10]3[C:15]([C:16]=2[C:17]#[N:18])=[CH:14][CH:13]=[C:12]([O:19][CH3:20])[CH:11]=3)[CH:5]=[CH:6][CH:7]=1.[C:23]([N:31]=[C:32]=[S:33])(=[O:30])[C:24]1[CH:29]=[CH:28][CH:27]=[CH:26][CH:25]=1. The catalyst is CC(C)=O. The product is [C:23]([NH:31][C:32]([NH:1][C:2]1[CH:7]=[CH:6][CH:5]=[C:4]([C:8]2[N:9]([CH2:21][CH3:22])[C:10]3[C:15]([C:16]=2[C:17]#[N:18])=[CH:14][CH:13]=[C:12]([O:19][CH3:20])[CH:11]=3)[CH:3]=1)=[S:33])(=[O:30])[C:24]1[CH:29]=[CH:28][CH:27]=[CH:26][CH:25]=1. The yield is 0.900.